From a dataset of Reaction yield outcomes from USPTO patents with 853,638 reactions. Predict the reaction yield, written as a fraction of the theoretical maximum amount of product (1.0 means a 100% yield; for example, 0.34 means a 34% yield). (1) The reactants are [CH2:1]([N:8]1[C:13](=[O:14])[C:12]([CH2:15][CH3:16])=[C:11]([O:17][CH2:18][C:19]2[CH:26]=[CH:25][CH:24]=[CH:23][C:20]=2[C:21]#[N:22])[N:10]=[CH:9]1)[C:2]1[CH:7]=[CH:6][CH:5]=[CH:4][CH:3]=1.[BH4-].[Na+].Cl.[C:30](=O)([O-])[O-:31].[Na+].[Na+]. The catalyst is CO.O.O.O.O.O.O.[Co](Cl)Cl.O. The product is [NH2:22][CH2:21][C:20]1[CH:23]=[CH:24][CH:25]=[CH:26][C:19]=1[CH2:18][O:17][C:11]1[N:10]=[CH:9][N:8]([CH2:1][C:2]2[CH:3]=[CH:4][C:5]([O:31][CH3:30])=[CH:6][CH:7]=2)[C:13](=[O:14])[C:12]=1[CH2:15][CH3:16]. The yield is 0.650. (2) The reactants are [Cl:1][C:2]1[CH:7]=[C:6]([O:8][CH2:9][CH:10]2[CH2:14][O:13]C(C)(C)[O:11]2)[CH:5]=[CH:4][C:3]=1[NH:17][C:18]([C:20]1[N:24]=[C:23]([C:25]([Cl:28])([Cl:27])[Cl:26])[N:22]([C:29]2[CH:34]=[CH:33][CH:32]=[CH:31][CH:30]=2)[N:21]=1)=[O:19].Cl. The catalyst is CO.O. The product is [Cl:1][C:2]1[CH:7]=[C:6]([O:8][CH2:9][CH:10]([OH:11])[CH2:14][OH:13])[CH:5]=[CH:4][C:3]=1[NH:17][C:18]([C:20]1[N:24]=[C:23]([C:25]([Cl:26])([Cl:28])[Cl:27])[N:22]([C:29]2[CH:30]=[CH:31][CH:32]=[CH:33][CH:34]=2)[N:21]=1)=[O:19]. The yield is 0.960. (3) The reactants are [CH2:1]([O:8][C:9](=[O:16])[C@H:10]([CH2:12][CH:13]([CH3:15])[CH3:14])[NH2:11])[C:2]1[CH:7]=[CH:6][CH:5]=[CH:4][CH:3]=1.[CH2:17]1[CH2:23][S:20](=[O:22])(=[O:21])[O:19][CH2:18]1. The catalyst is O1CCCC1.O1CCOCC1.CO. The product is [CH2:1]([O:8][C:9]([C@@H:10]([NH:11][CH2:18][CH2:17][CH2:23][S:20]([OH:22])(=[O:21])=[O:19])[CH2:12][CH:13]([CH3:14])[CH3:15])=[O:16])[C:2]1[CH:7]=[CH:6][CH:5]=[CH:4][CH:3]=1. The yield is 0.470. (4) The reactants are [CH3:1][Li].C[Mg]Cl.[CH3:6][C:7](=[O:28])[C@@H:8]1[C@:25]2([CH3:26])[C@H:11]([C@H:12]3[C@H:22]([CH2:23][CH2:24]2)[C@:20]2([CH3:21])[C@H:15]([CH2:16][C:17](=[O:27])[CH2:18][CH2:19]2)[CH2:14][CH2:13]3)[CH2:10][CH2:9]1. The catalyst is O1CCCC1.C(OCOCC)C. The product is [CH3:6][C:7]([C@@H:8]1[C@@:25]2([CH3:26])[CH2:24][CH2:23][C@@H:22]3[C@@:20]4([CH3:21])[CH2:19][CH2:18][C@:17]([OH:27])([CH3:1])[CH2:16][C@@H:15]4[CH2:14][CH2:13][C@H:12]3[C@@H:11]2[CH2:10][CH2:9]1)=[O:28]. The yield is 0.948. (5) The reactants are Cl.[CH3:2][O:3][C:4]1[CH:9]=[CH:8][C:7]([N:10]2[CH2:15][CH2:14][N:13]([C:16]3[C:17]([CH3:31])=[C:18]([CH3:30])[C:19]4[O:23][C:22]([CH3:25])([CH3:24])[C:21]([CH3:27])(O)[C:20]=4[C:28]=3[CH3:29])[CH2:12][CH2:11]2)=[CH:6][CH:5]=1. The catalyst is C(#N)C. The product is [CH3:2][O:3][C:4]1[CH:5]=[CH:6][C:7]([N:10]2[CH2:15][CH2:14][N:13]([C:16]3[C:17]([CH3:31])=[C:18]([CH3:30])[C:19]4[O:23][C:22]([CH3:24])([CH3:25])[C:21](=[CH2:27])[C:20]=4[C:28]=3[CH3:29])[CH2:12][CH2:11]2)=[CH:8][CH:9]=1. The yield is 0.920. (6) The reactants are [NH2:1][C@H:2]1[CH2:6][CH2:5][C@H:4]([OH:7])[CH2:3]1.CCN(C(C)C)C(C)C.Cl.[N:18]1([C:23](=N)[NH2:24])C=CC=N1.CCOCC. The catalyst is CN(C=O)C. The product is [OH:7][C@H:4]1[CH2:5][CH2:6][C@H:2]([NH:1][C:23]([NH2:24])=[NH:18])[CH2:3]1. The yield is 0.990. (7) The reactants are [OH:1]/[N:2]=[C:3](/[C@@H:5]1[C@:21]2([CH3:22])[C@H:8]([C@H:9]3[C@H:18]([CH2:19][CH2:20]2)[C@:17]2([CH3:23])[C:12](=[CH:13][C:14](=[O:24])[CH2:15][CH2:16]2)[CH2:11][CH2:10]3)[CH2:7][CH2:6]1)\[CH3:4].[C:25](O)(=[O:32])C1C=CC=NC=1.[CH:34](N(CC)C(C)C)(C)C.CCN=C=N[CH2:48][CH2:49][CH2:50][N:51]([CH3:53])C. The catalyst is CN(C1C=CN=CC=1)C.ClCCl. The product is [CH3:23][C@:17]12[CH2:16][CH2:15][C:14](=[O:24])[CH:13]=[C:12]1[CH2:11][CH2:10][C@@H:9]1[C@@H:18]2[CH2:19][CH2:20][C@@:21]2([CH3:22])[C@H:8]1[CH2:7][CH2:6][C@@H:5]2/[C:3](=[N:2]/[O:1][C:25](=[O:32])[C:50]1[CH:49]=[CH:48][CH:34]=[CH:53][N:51]=1)/[CH3:4]. The yield is 0.800. (8) The reactants are [CH2:1]([O:8][C:9]1[CH:14]=[CH:13][C:12]([CH2:15][CH2:16][N+:17]([O-:19])=O)=[CH:11][CH:10]=1)[C:2]1[CH:7]=[CH:6][CH:5]=[CH:4][CH:3]=1.O1CCCC1.[Cl:25]CCl.C([Li])CCC. The catalyst is [Ti](Cl)(Cl)(Cl)Cl.C(OCC)(=O)C.O. The product is [CH2:1]([O:8][C:9]1[CH:14]=[CH:13][C:12]([CH2:15][C:16]([Cl:25])=[N:17][OH:19])=[CH:11][CH:10]=1)[C:2]1[CH:7]=[CH:6][CH:5]=[CH:4][CH:3]=1. The yield is 0.780.